Dataset: Full USPTO retrosynthesis dataset with 1.9M reactions from patents (1976-2016). Task: Predict the reactants needed to synthesize the given product. (1) Given the product [O:1]1[C:5]2[CH:6]=[CH:7][C:8]([CH:10]=[CH:13][C:14]([OH:16])=[O:15])=[CH:9][C:4]=2[O:3][CH2:2]1, predict the reactants needed to synthesize it. The reactants are: [O:1]1[C:5]2[CH:6]=[CH:7][C:8]([CH:10]=O)=[CH:9][C:4]=2[O:3][CH2:2]1.C(O)(=O)[CH2:13][C:14]([OH:16])=[O:15].N1CCCCC1.[OH-].[Na+]. (2) Given the product [N:15]([C:2]1[C:7]([N+:8]([O-:10])=[O:9])=[CH:6][C:5]([O:11][CH3:12])=[C:4]([O:13][CH3:14])[N:3]=1)=[N+:16]=[N-:17], predict the reactants needed to synthesize it. The reactants are: Br[C:2]1[C:7]([N+:8]([O-:10])=[O:9])=[CH:6][C:5]([O:11][CH3:12])=[C:4]([O:13][CH3:14])[N:3]=1.[N-:15]=[N+:16]=[N-:17].[Na+]. (3) Given the product [CH2:16]([N:20]([CH2:21][CH2:22][CH2:23][CH3:24])[C:2]1[CH:3]=[CH:4][C:5]([O:14][CH3:15])=[C:6]([CH:7]=1)[CH:8]=[O:13])[CH2:17][CH2:18][CH3:19], predict the reactants needed to synthesize it. The reactants are: Br[C:2]1[CH:3]=[CH:4][C:5]([O:14][CH3:15])=[C:6]([CH:8]2[O:13]CCCO2)[CH:7]=1.[CH2:16]([NH:20][CH2:21][CH2:22][CH2:23][CH3:24])[CH2:17][CH2:18][CH3:19].CC1C=CC=CC=1P(C1C=CC=CC=1C)C1C=CC=CC=1C.Cl.[OH-].[Na+]. (4) Given the product [F:18][C:13]1[CH:14]=[CH:15][CH:16]=[CH:17][C:12]=1[C:11]1[C:6]2[C:5](=[CH:10][CH:9]=[CH:8][CH:7]=2)[C:4](=[O:19])[NH:3][C:20]=1[CH:21]1[CH2:29][CH2:28][N:27]([CH3:30])[CH2:26][CH2:25]1, predict the reactants needed to synthesize it. The reactants are: C([N:3]([CH2:20][CH3:21])[C:4](=[O:19])[C:5]1[CH:10]=[CH:9][CH:8]=[CH:7][C:6]=1[CH2:11][C:12]1[CH:17]=[CH:16][CH:15]=[CH:14][C:13]=1[F:18])C.C(C1[CH2:29][CH2:28][N:27]([CH3:30])[CH2:26][CH2:25]1)#N.